Dataset: CYP1A2 inhibition data for predicting drug metabolism from PubChem BioAssay. Task: Regression/Classification. Given a drug SMILES string, predict its absorption, distribution, metabolism, or excretion properties. Task type varies by dataset: regression for continuous measurements (e.g., permeability, clearance, half-life) or binary classification for categorical outcomes (e.g., BBB penetration, CYP inhibition). Dataset: cyp1a2_veith. (1) The molecule is C=CC[C@@H]1C=C[C@H](O/N=C(\C)CCN2CCc3nc(CC)c(CC)cc3C2)[C@H](CO)O1. The result is 0 (non-inhibitor). (2) The drug is CCCC(=O)Nc1nc2n(n1)C(c1ccccc1)CC(=O)N2. The result is 0 (non-inhibitor). (3) The molecule is CCOC(=O)c1sc(C)c2c(=O)n(Cc3ccc(Cl)cc3)c(C)nc12. The result is 1 (inhibitor). (4) The molecule is Cc1ccc(OCC(=O)N/N=C\c2ccco2)c(C)c1. The result is 1 (inhibitor). (5) The drug is NC(N)=Nc1nc2ccc([N+](=O)[O-])cc2[nH]1. The result is 1 (inhibitor). (6) The compound is O=C(Nc1ccc(Cl)cc1)C1CCN(C(=O)NC2CCCCC2)CC1. The result is 0 (non-inhibitor).